This data is from Catalyst prediction with 721,799 reactions and 888 catalyst types from USPTO. The task is: Predict which catalyst facilitates the given reaction. (1) Reactant: [CH3:1][O:2][C:3]1[CH:8]=[CH:7][C:6]([C:9]2[O:13][N:12]=[C:11]([CH2:14][S:15]([C:18]3[CH:48]=[CH:47][C:21]([CH2:22][CH2:23][NH:24][CH2:25][C@H:26]([OH:46])[CH2:27][O:28][C:29]4[CH:34]=[CH:33][C:32]([O:35][Si](C(C)C)(C(C)C)C(C)C)=[CH:31][CH:30]=4)=[CH:20][CH:19]=3)(=[O:17])=[O:16])[N:10]=2)=[CH:5][CH:4]=1.CCCC[N+](CCCC)(CCCC)CCCC.[F-]. Product: [OH:46][C@@H:26]([CH2:25][NH:24][CH2:23][CH2:22][C:21]1[CH:20]=[CH:19][C:18]([S:15]([CH2:14][C:11]2[N:10]=[C:9]([C:6]3[CH:5]=[CH:4][C:3]([O:2][CH3:1])=[CH:8][CH:7]=3)[O:13][N:12]=2)(=[O:17])=[O:16])=[CH:48][CH:47]=1)[CH2:27][O:28][C:29]1[CH:34]=[CH:33][C:32]([OH:35])=[CH:31][CH:30]=1. The catalyst class is: 683. (2) Reactant: [NH2:1][C:2]1[CH:10]=[C:9]([O:11][CH3:12])[C:8]([O:13][CH3:14])=[CH:7][C:3]=1[C:4]([OH:6])=[O:5].Cl[C:16](Cl)([O:18]C(=O)OC(Cl)(Cl)Cl)Cl. Product: [CH3:14][O:13][C:8]1[C:9]([O:11][CH3:12])=[CH:10][C:2]2[NH:1][C:16](=[O:18])[O:5][C:4](=[O:6])[C:3]=2[CH:7]=1. The catalyst class is: 7. (3) Reactant: [C:1](#[N:4])[CH:2]=[CH2:3].[CH2:5]=[CH:6][C:7]1[CH:12]=[CH:11][CH:10]=[CH:9][CH:8]=1.N(C(C)(C)C#N)=NC(C)(C)C#N. Product: [C:1](#[N:4])[CH:2]=[CH2:3].[CH2:5]=[CH:6][C:7]1[CH:12]=[CH:11][CH:10]=[CH:9][CH:8]=1. The catalyst class is: 11. (4) Reactant: C([O:8][C:9]1[CH:10]=[CH:11][C:12]([CH3:44])=[C:13]([C:15]([N:17]2[CH2:22][CH2:21][CH:20]([N:23]3[C:27](=[O:28])[C:26]([CH3:30])([CH3:29])[C:25]([C:31]4[CH:32]=[C:33]([O:42][CH3:43])[C:34]5[O:38][C:37]([CH3:40])([CH3:39])[CH2:36][C:35]=5[CH:41]=4)=[N:24]3)[CH2:19][CH2:18]2)=[O:16])[CH:14]=1)C1C=CC=CC=1.C([O-])=O.[NH4+]. Product: [OH:8][C:9]1[CH:10]=[CH:11][C:12]([CH3:44])=[C:13]([C:15]([N:17]2[CH2:18][CH2:19][CH:20]([N:23]3[C:27](=[O:28])[C:26]([CH3:30])([CH3:29])[C:25]([C:31]4[CH:32]=[C:33]([O:42][CH3:43])[C:34]5[O:38][C:37]([CH3:39])([CH3:40])[CH2:36][C:35]=5[CH:41]=4)=[N:24]3)[CH2:21][CH2:22]2)=[O:16])[CH:14]=1. The catalyst class is: 19. (5) Reactant: [Si:1]([O:8][C@H:9]1[C:14]([CH3:16])([CH3:15])[CH2:13][CH2:12][C:11](=[O:17])[CH2:10]1)([C:4]([CH3:7])([CH3:6])[CH3:5])([CH3:3])[CH3:2].C[Si](C)(C)[N-][Si](C)(C)C.[Li+].ClC1C=CC(N([S:36]([C:39]([F:42])([F:41])[F:40])(=[O:38])=[O:37])[S:36]([C:39]([F:42])([F:41])[F:40])(=[O:38])=[O:37])=NC=1. Product: [F:40][C:39]([F:42])([F:41])[S:36]([O:17][C:11]1[CH2:12][CH2:13][C:14]([CH3:16])([CH3:15])[C@H:9]([O:8][Si:1]([C:4]([CH3:7])([CH3:6])[CH3:5])([CH3:3])[CH3:2])[CH:10]=1)(=[O:38])=[O:37]. The catalyst class is: 1. (6) Reactant: [Cl:1][C:2]1[CH:3]=[C:4]([C@H:8]2[O:12][C:11](=[O:13])[N:10]([C@H:14]([CH3:28])[CH2:15][C:16]3[C:24]4[C:19](=[C:20](C(O)=O)[CH:21]=[CH:22][CH:23]=4)[NH:18][CH:17]=3)[CH2:9]2)[CH:5]=[CH:6][CH:7]=1.C1(P(N=[N+]=[N-])(C2C=CC=CC=2)=[O:36])C=CC=CC=1.C([N:48]([CH2:51]C)CC)C.[Cl-].[NH4+].[C:55]([OH:59])([CH3:58])([CH3:57])[CH3:56]. Product: [Cl:1][C:2]1[CH:3]=[C:4]([C@H:8]2[O:12][C:11](=[O:13])[N:10]([C@H:14]([CH3:28])[CH2:15][C:16]3[C:24]4[C:19](=[C:20]([NH:48][C:51](=[O:36])[O:59][C:55]([CH3:58])([CH3:57])[CH3:56])[CH:21]=[CH:22][CH:23]=4)[NH:18][CH:17]=3)[CH2:9]2)[CH:5]=[CH:6][CH:7]=1. The catalyst class is: 11. (7) Reactant: C([O:9][CH2:10][C:11]1([C:19]([O:21]CC)=[O:20])[CH2:16][CH2:15][C:14]([F:18])([F:17])[CH2:13][O:12]1)(=O)C1C=CC=CC=1.O.[OH-].[Li+]. Product: [F:18][C:14]1([F:17])[CH2:13][O:12][C:11]([CH2:10][OH:9])([C:19]([OH:21])=[O:20])[CH2:16][CH2:15]1. The catalyst class is: 87. (8) Reactant: [C:1]1([C:19]2[CH:24]=[CH:23][CH:22]=[CH:21][CH:20]=2)[CH:6]=[CH:5][C:4]([CH:7]2[C:14]3[CH:13]=[C:12]([C:15]([O:17]C)=[O:16])[NH:11][C:10]=3[CH2:9][CH2:8]2)=[CH:3][CH:2]=1.O.[OH-].[Li+].C1COCC1. Product: [C:1]1([C:19]2[CH:20]=[CH:21][CH:22]=[CH:23][CH:24]=2)[CH:2]=[CH:3][C:4]([CH:7]2[C:14]3[CH:13]=[C:12]([C:15]([OH:17])=[O:16])[NH:11][C:10]=3[CH2:9][CH2:8]2)=[CH:5][CH:6]=1. The catalyst class is: 5. (9) Reactant: [Br:1][C:2]1[C:19]([O:20]C)=[CH:18][C:5]2[CH2:6][CH2:7][C:8]3[C:12]([C:4]=2[CH:3]=1)=[N:11][NH:10][C:9]=3[C:13]([O:15]CC)=[O:14].B(Br)(Br)Br.O.[OH-].[Li+].Cl. Product: [Br:1][C:2]1[C:19]([OH:20])=[CH:18][C:5]2[CH2:6][CH2:7][C:8]3[C:12]([C:4]=2[CH:3]=1)=[N:11][NH:10][C:9]=3[C:13]([OH:15])=[O:14]. The catalyst class is: 2.